This data is from Forward reaction prediction with 1.9M reactions from USPTO patents (1976-2016). The task is: Predict the product of the given reaction. (1) Given the reactants [CH2:1]([O:3][C:4]([C:6]1[CH:7]([C:13]2[CH:18]=[CH:17][C:16]([F:19])=[CH:15][CH:14]=2)[NH:8][C:9](=[O:12])[NH:10][CH:11]=1)=[O:5])[CH3:2].[CH3:20]I, predict the reaction product. The product is: [CH2:1]([O:3][C:4]([C:6]1[CH:7]([C:13]2[CH:14]=[CH:15][C:16]([F:19])=[CH:17][CH:18]=2)[NH:8][C:9](=[O:12])[N:10]([CH3:20])[CH:11]=1)=[O:5])[CH3:2]. (2) The product is: [ClH:10].[CH2:12]([O:4][C:3](=[O:5])[C:2]([NH2:1])([CH3:7])[CH3:6])[CH3:13]. Given the reactants [NH2:1][C:2]([CH3:7])([CH3:6])[C:3]([OH:5])=[O:4].S(Cl)([Cl:10])=O.[CH2:12](O)[CH3:13], predict the reaction product. (3) Given the reactants [OH:1][CH2:2][CH2:3][CH2:4][CH2:5][O:6][CH2:7][C:8]([O:10][C:11]([CH3:14])([CH3:13])[CH3:12])=[O:9].CC(OI1(OC(C)=O)(OC(C)=O)OC(=O)C2C1=CC=CC=2)=O, predict the reaction product. The product is: [O:1]=[CH:2][CH2:3][CH2:4][CH2:5][O:6][CH2:7][C:8]([O:10][C:11]([CH3:14])([CH3:13])[CH3:12])=[O:9]. (4) Given the reactants Br[C:2]1[N:3]=[C:4]2[C:10]([C:11](=[O:16])[C:12]([CH3:15])([CH3:14])[CH3:13])=[CH:9][NH:8][C:5]2=[N:6][CH:7]=1.[CH3:17][C:18](C)(C)[C:19](C1C2C(=NC=C(C3C=CC4NC(=O)CSC=4C=3)N=2)NC=1)=O.Br[C:44]1[CH:45]=[CH:46][C:47]2[O:52][C:51]([CH3:54])([CH3:53])[C:50](=[O:55])[NH:49][C:48]=2[CH:56]=1, predict the reaction product. The product is: [CH3:53][C:51]1([CH3:54])[C:50](=[O:55])[NH:49][C:48]2[CH:56]=[C:44]([C:2]3[N:3]=[C:4]4[C:10]([C:11]([C:12]5([CH3:15])[CH2:14][CH2:19][CH2:18][CH2:17][CH2:13]5)=[O:16])=[CH:9][NH:8][C:5]4=[N:6][CH:7]=3)[CH:45]=[CH:46][C:47]=2[O:52]1. (5) Given the reactants [CH2:1]([O:3][C:4](=[O:34])[CH2:5][C:6]1[CH:7]=[N:8][CH:9]=[C:10]([C:12]2[CH:17]=[CH:16][C:15]([C:18]#[N:19])=[CH:14][C:13]=2[CH2:20][N:21]([CH2:27][C:28]2[CH:33]=[CH:32][CH:31]=[CH:30][CH:29]=2)[C:22]([CH:24]2[CH2:26][CH2:25]2)=[O:23])[CH:11]=1)[CH3:2].[BH4-].[Na+], predict the reaction product. The product is: [CH2:1]([O:3][C:4](=[O:34])[CH2:5][C:6]1[CH:7]=[N:8][CH:9]=[C:10]([C:12]2[CH:17]=[CH:16][C:15]([CH2:18][NH2:19])=[CH:14][C:13]=2[CH2:20][N:21]([CH2:27][C:28]2[CH:29]=[CH:30][CH:31]=[CH:32][CH:33]=2)[C:22]([CH:24]2[CH2:26][CH2:25]2)=[O:23])[CH:11]=1)[CH3:2].